This data is from Full USPTO retrosynthesis dataset with 1.9M reactions from patents (1976-2016). The task is: Predict the reactants needed to synthesize the given product. (1) Given the product [C:6]([O:10][C:11]([NH:13][C:14]1[S:18][N:17]=[C:16](/[C:19](=[N:23]/[O:24][C:25]([C:26]([O:28][C:29]([CH3:32])([CH3:31])[CH3:30])=[O:27])([CH3:33])[CH3:34])/[C:20]([NH:36][C@@H:37]2[C:62](=[O:63])[N:39]3[C:40]([C:46]([O:48][CH:49]([C:50]4[CH:51]=[CH:52][CH:53]=[CH:54][CH:55]=4)[C:56]4[CH:61]=[CH:60][CH:59]=[CH:58][CH:57]=4)=[O:47])=[C:41]([CH2:44][Cl:45])[CH2:42][S:43][C@H:38]23)=[O:21])[N:15]=1)=[O:12])([CH3:7])([CH3:9])[CH3:8], predict the reactants needed to synthesize it. The reactants are: P(Cl)(Cl)(Cl)=O.[C:6]([O:10][C:11]([NH:13][C:14]1[S:18][N:17]=[C:16](/[C:19](=[N:23]/[O:24][C:25]([CH3:34])([CH3:33])[C:26]([O:28][C:29]([CH3:32])([CH3:31])[CH3:30])=[O:27])/[C:20](O)=[O:21])[N:15]=1)=[O:12])([CH3:9])([CH3:8])[CH3:7].Cl.[NH2:36][C@@H:37]1[C:62](=[O:63])[N:39]2[C:40]([C:46]([O:48][CH:49]([C:56]3[CH:61]=[CH:60][CH:59]=[CH:58][CH:57]=3)[C:50]3[CH:55]=[CH:54][CH:53]=[CH:52][CH:51]=3)=[O:47])=[C:41]([CH2:44][Cl:45])[CH2:42][S:43][C@H:38]12.C[Si](C)(C)NC(=O)C. (2) The reactants are: [N+:1]([C:4]1[C:9](F)=[CH:8][CH:7]=[CH:6][C:5]=1[NH:11][S:12]([C:15]1[CH:20]=[CH:19][CH:18]=[CH:17][CH:16]=1)(=[O:14])=[O:13])([O-])=O.[C:21]([N:28]1[CH2:33][CH2:32][NH:31][CH2:30][CH2:29]1)([O:23][C:24]([CH3:27])([CH3:26])[CH3:25])=[O:22].C([O-])([O-])=O.[K+].[K+]. Given the product [NH2:1][C:4]1[CH:9]=[CH:8][C:7]([N:31]2[CH2:30][CH2:29][N:28]([C:21]([O:23][C:24]([CH3:27])([CH3:26])[CH3:25])=[O:22])[CH2:33][CH2:32]2)=[CH:6][C:5]=1[NH:11][S:12]([C:15]1[CH:20]=[CH:19][CH:18]=[CH:17][CH:16]=1)(=[O:14])=[O:13], predict the reactants needed to synthesize it. (3) Given the product [Si:1]([O:8][C@H:9]([CH2:10][CH2:11][Br:34])[CH2:13][CH2:14][C:15]1[CH:20]=[CH:19][CH:18]=[CH:17][CH:16]=1)([C:4]([CH3:7])([CH3:6])[CH3:5])([CH3:3])[CH3:2], predict the reactants needed to synthesize it. The reactants are: [Si:1]([O:8][C@@H:9]([CH2:13][CH2:14][C:15]1[CH:20]=[CH:19][CH:18]=[CH:17][CH:16]=1)[CH2:10][CH2:11]O)([C:4]([CH3:7])([CH3:6])[CH3:5])([CH3:3])[CH3:2].C(N(CC)CC)C.CS(Cl)(=O)=O.[Li+].[Br-:34]. (4) Given the product [I:28][C:2]1[CH:3]=[CH:4][N:5]2[C:10]=1[C:9](=[O:11])[N:8]([C:12]1[CH:17]=[CH:16][CH:15]=[CH:14][CH:13]=1)[C:7]([C@@H:18]([NH:20][C:21](=[O:27])[O:22][C:23]([CH3:26])([CH3:25])[CH3:24])[CH3:19])=[N:6]2, predict the reactants needed to synthesize it. The reactants are: Br[C:2]1[CH:3]=[CH:4][N:5]2[C:10]=1[C:9](=[O:11])[N:8]([C:12]1[CH:17]=[CH:16][CH:15]=[CH:14][CH:13]=1)[C:7]([C@@H:18]([NH:20][C:21](=[O:27])[O:22][C:23]([CH3:26])([CH3:25])[CH3:24])[CH3:19])=[N:6]2.[I-:28].[Na+].CN[C@@H]1CCCC[C@H]1NC. (5) Given the product [I:31][C:12]1[CH:13]=[C:14]2[C:19]([C:20]([NH:22][CH3:23])=[O:21])=[C:18]([C:24]3[CH:29]=[CH:28][C:27]([CH3:30])=[CH:26][CH:25]=3)[O:17][C:15]2=[N:16][C:11]=1[N:6]([CH2:5][CH2:4][CH2:3][CH:2]=[O:1])[S:7]([CH3:10])(=[O:9])=[O:8], predict the reactants needed to synthesize it. The reactants are: [OH:1][CH2:2][CH2:3][CH2:4][CH2:5][N:6]([C:11]1[N:16]=[C:15]2[O:17][C:18]([C:24]3[CH:29]=[CH:28][C:27]([CH3:30])=[CH:26][CH:25]=3)=[C:19]([C:20]([NH:22][CH3:23])=[O:21])[C:14]2=[CH:13][C:12]=1[I:31])[S:7]([CH3:10])(=[O:9])=[O:8].C(N(CC)CC)C.S(=O)(=O)=O.N1C=CC=CC=1.O.